From a dataset of Full USPTO retrosynthesis dataset with 1.9M reactions from patents (1976-2016). Predict the reactants needed to synthesize the given product. Given the product [CH3:21][C:15]1[C:14]2[C:18](=[CH:19][CH:20]=[C:12]([CH:25]=[O:26])[CH:13]=2)[NH:17][N:16]=1, predict the reactants needed to synthesize it. The reactants are: C([Li])(C)(C)C.CCCCC.Br[C:12]1[CH:13]=[C:14]2[C:18](=[CH:19][CH:20]=1)[NH:17][N:16]=[C:15]2[CH3:21].CN([CH:25]=[O:26])C.